From a dataset of Catalyst prediction with 721,799 reactions and 888 catalyst types from USPTO. Predict which catalyst facilitates the given reaction. (1) Reactant: CCN(C(C)C)C(C)C.[O:10]1[C:14]2[CH:15]=[CH:16][C:17]([C:19]3[NH:23][N:22]=[C:21]([C:24]([OH:26])=O)[CH:20]=3)=[CH:18][C:13]=2[O:12][CH2:11]1.C1C=CC2N(O)N=NC=2C=1.CCN=C=NCCCN(C)C.Cl.[NH2:49][CH2:50][C:51]([N:53]1[CH2:58][CH2:57][N:56]([C:59](=[O:70])[C:60]2[CH:65]=[CH:64][CH:63]=[CH:62][C:61]=2[C:66]([F:69])([F:68])[F:67])[CH2:55][CH2:54]1)=[O:52]. Product: [O:52]=[C:51]([N:53]1[CH2:54][CH2:55][N:56]([C:59](=[O:70])[C:60]2[CH:65]=[CH:64][CH:63]=[CH:62][C:61]=2[C:66]([F:69])([F:68])[F:67])[CH2:57][CH2:58]1)[CH2:50][NH:49][C:24]([C:21]1[CH:20]=[C:19]([C:17]2[CH:16]=[CH:15][C:14]3[O:10][CH2:11][O:12][C:13]=3[CH:18]=2)[NH:23][N:22]=1)=[O:26]. The catalyst class is: 136. (2) Reactant: [NH2:1][C:2]1[CH:7]=[C:6]([CH3:8])[CH:5]=[CH:4][C:3]=1[S:9][C:10]1[CH:15]=[CH:14][C:13]([NH:16][C:17](=[O:19])[CH3:18])=[CH:12][CH:11]=1.C([C:22]1[C:23]([N:31]=[CH:32][N:33]([CH3:35])C)=[N:24][C:25]([CH2:28][CH2:29][CH3:30])=[CH:26][CH:27]=1)#N. Product: [CH3:8][C:6]1[CH:5]=[CH:4][C:3]([S:9][C:10]2[CH:15]=[CH:14][C:13]([NH:16][C:17](=[O:19])[CH3:18])=[CH:12][CH:11]=2)=[C:2]([NH:1][C:35]2[C:22]3[CH:27]=[CH:26][C:25]([CH2:28][CH2:29][CH3:30])=[N:24][C:23]=3[N:31]=[CH:32][N:33]=2)[CH:7]=1. The catalyst class is: 15. (3) Reactant: [CH2:1]([O:5][C@H:6]1[CH2:10][CH2:9][N:8](C(OC(C)(C)C)=O)[CH2:7]1)[CH:2]([CH3:4])[CH3:3].[ClH:18]. Product: [ClH:18].[CH2:1]([O:5][C@H:6]1[CH2:10][CH2:9][NH:8][CH2:7]1)[CH:2]([CH3:4])[CH3:3]. The catalyst class is: 7. (4) Reactant: [H-].[Na+].[NH:3]1[C:11]2[CH:10]=[CH:9][CH:8]=[C:7]([C:12]#[N:13])[C:6]=2[CH:5]=[CH:4]1.Br[CH2:15][C:16]([NH2:18])=[O:17].O. Product: [C:12]([C:7]1[CH:8]=[CH:9][CH:10]=[C:11]2[C:6]=1[CH:5]=[CH:4][N:3]2[CH2:15][C:16]([NH2:18])=[O:17])#[N:13]. The catalyst class is: 3. (5) Reactant: [Br:1][C:2]1[CH:7]=[C:6]([NH2:8])[C:5]([NH2:9])=[C:4]([F:10])[CH:3]=1.O[CH:12]1[CH:17](O)OCCO1. Product: [Br:1][C:2]1[CH:7]=[C:6]2[C:5]([N:9]=[CH:12][CH:17]=[N:8]2)=[C:4]([F:10])[CH:3]=1. The catalyst class is: 8. (6) Reactant: [NH2:1][CH2:2][C:3]1[CH:4]=[C:5]2[C:9](=[CH:10][CH:11]=1)[C:8](=[O:12])[N:7]([CH:13]1[CH2:18][CH2:17][C:16](=[O:19])[NH:15][C:14]1=[O:20])[CH2:6]2.[Cl:21][C:22]1[CH:27]=[CH:26][C:25]([N:28]=[C:29]=[O:30])=[C:24]([CH3:31])[CH:23]=1.Cl. Product: [Cl:21][C:22]1[CH:27]=[CH:26][C:25]([NH:28][C:29]([NH:1][CH2:2][C:3]2[CH:4]=[C:5]3[C:9](=[CH:10][CH:11]=2)[C:8](=[O:12])[N:7]([CH:13]2[CH2:18][CH2:17][C:16](=[O:19])[NH:15][C:14]2=[O:20])[CH2:6]3)=[O:30])=[C:24]([CH3:31])[CH:23]=1. The catalyst class is: 10. (7) Reactant: [O:1]=[C:2]1[NH:11][C:10]2[N:9]=[C:8]([O:12][CH:13]([CH3:18])[CH2:14][CH2:15][CH:16]=O)[CH:7]=[CH:6][C:5]=2[CH2:4][CH2:3]1.Cl.[Cl:20][C:21]1[C:26]([Cl:27])=[CH:25][CH:24]=[CH:23][C:22]=1[N:28]1[CH2:33][CH2:32][NH:31][CH2:30][CH2:29]1.CCN(CC)CC.[BH-](OC(C)=O)(OC(C)=O)OC(C)=O.[Na+]. Product: [Cl:20][C:21]1[C:26]([Cl:27])=[CH:25][CH:24]=[CH:23][C:22]=1[N:28]1[CH2:33][CH2:32][N:31]([CH2:16][CH2:15][CH2:14][CH:13]([CH3:18])[O:12][C:8]2[N:9]=[C:10]3[C:5]([CH2:4][CH2:3][C:2](=[O:1])[NH:11]3)=[CH:6][CH:7]=2)[CH2:30][CH2:29]1. The catalyst class is: 26.